This data is from Forward reaction prediction with 1.9M reactions from USPTO patents (1976-2016). The task is: Predict the product of the given reaction. (1) Given the reactants C(=O)([O-])[O-].[K+].[K+].[C:7]([O:12][CH2:13][CH3:14])(=[O:11])[C:8]#[C:9][CH3:10].CC1C=C(C)C=C(C)C=1S([O-])(=O)=O.[NH2:28][N+:29]1[CH:34]=[CH:33][C:32]([CH:35]2[CH2:37][CH2:36]2)=[CH:31][C:30]=1[O:38][CH2:39][C:40]1[C:45]([F:46])=[CH:44][CH:43]=[CH:42][C:41]=1[F:47].O, predict the reaction product. The product is: [CH2:13]([O:12][C:7]([C:8]1[C:9]([CH3:10])=[N:28][N:29]2[C:30]([O:38][CH2:39][C:40]3[C:45]([F:46])=[CH:44][CH:43]=[CH:42][C:41]=3[F:47])=[CH:31][C:32]([CH:35]3[CH2:37][CH2:36]3)=[CH:33][C:34]=12)=[O:11])[CH3:14]. (2) Given the reactants [N:1]1[CH:2]=[CH:3][N:4]2[CH:9]=[CH:8][CH:7]=[C:6]([CH:10]=O)[C:5]=12.[K+].[Br-], predict the reaction product. The product is: [CH3:10][C:6]1[C:5]2[N:4]([CH:3]=[CH:2][N:1]=2)[CH:9]=[CH:8][CH:7]=1. (3) Given the reactants Br[CH2:2][CH2:3][CH2:4][CH2:5][O:6][C:7]1[C:8]2[N:9]([CH:13]=[CH:14][N:15]=2)[CH:10]=[CH:11][CH:12]=1.[Cl:16][C:17]1[CH:22]=[CH:21][CH:20]=[CH:19][C:18]=1[N:23]1[CH2:28][CH2:27][NH:26][CH2:25][CH2:24]1, predict the reaction product. The product is: [Cl:16][C:17]1[CH:22]=[CH:21][CH:20]=[CH:19][C:18]=1[N:23]1[CH2:28][CH2:27][N:26]([CH2:2][CH2:3][CH2:4][CH2:5][O:6][C:7]2[C:8]3[N:9]([CH:13]=[CH:14][N:15]=3)[CH:10]=[CH:11][CH:12]=2)[CH2:25][CH2:24]1. (4) Given the reactants [O:1]=[C:2]1[N:6]([CH:7]([CH2:11][C:12]2[CH:17]=[CH:16][CH:15]=[CH:14][CH:13]=2)[C:8]([OH:10])=[O:9])[C:5](=[S:18])[NH:4][CH2:3]1.[Br:19][C:20]1[CH:25]=[CH:24][C:23]([C:26]2[S:30][C:29]([CH:31]=O)=[CH:28][CH:27]=2)=[CH:22][CH:21]=1.N[C@H](C(O)=O)C.CO.C(Cl)Cl, predict the reaction product. The product is: [Br:19][C:20]1[CH:21]=[CH:22][C:23]([C:26]2[S:30][C:29]([CH:31]=[C:3]3[C:2](=[O:1])[N:6]([CH:7]([CH2:11][C:12]4[CH:17]=[CH:16][CH:15]=[CH:14][CH:13]=4)[C:8]([OH:10])=[O:9])[C:5](=[S:18])[NH:4]3)=[CH:28][CH:27]=2)=[CH:24][CH:25]=1.